From a dataset of Reaction yield outcomes from USPTO patents with 853,638 reactions. Predict the reaction yield, written as a fraction of the theoretical maximum amount of product (1.0 means a 100% yield; for example, 0.34 means a 34% yield). (1) The reactants are C(OC(=O)[NH:10][C:11]1[CH:16]=[CH:15][CH:14]=[C:13]([C:17]2[N:21]([CH:22]3[CH2:24][CH2:23]3)[CH:20]=[N:19][N:18]=2)[CH:12]=1)C1C=CC=CC=1. The catalyst is Br. The product is [CH:22]1([N:21]2[CH:20]=[N:19][N:18]=[C:17]2[C:13]2[CH:12]=[C:11]([NH2:10])[CH:16]=[CH:15][CH:14]=2)[CH2:24][CH2:23]1. The yield is 0.880. (2) The reactants are [C:1]1([C:15]2[CH:20]=[CH:19][CH:18]=[CH:17][CH:16]=2)[CH:6]=[CH:5][C:4]([C:7]2[N:8]=[C:9]([CH2:12][NH:13][CH3:14])[NH:10][CH:11]=2)=[CH:3][CH:2]=1.C(=O)([O-])[O-].[K+].[K+].[CH2:27](Br)[C:28]1[CH:33]=[CH:32][CH:31]=[CH:30][CH:29]=1.O. The catalyst is CN(C)C=O. The product is [CH2:27]([N:13]([CH3:14])[CH2:12][C:9]1[NH:10][CH:11]=[C:7]([C:4]2[CH:5]=[CH:6][C:1]([C:15]3[CH:16]=[CH:17][CH:18]=[CH:19][CH:20]=3)=[CH:2][CH:3]=2)[N:8]=1)[C:28]1[CH:33]=[CH:32][CH:31]=[CH:30][CH:29]=1. The yield is 0.160.